This data is from Reaction yield outcomes from USPTO patents with 853,638 reactions. The task is: Predict the reaction yield, written as a fraction of the theoretical maximum amount of product (1.0 means a 100% yield; for example, 0.34 means a 34% yield). (1) The reactants are [O:1]=[C:2]([NH:9][C:10]1[CH:11]=[N:12][C:13]([C:16]2[NH:21][N:20]=[C:19]([C:22]3[CH:27]=[CH:26][CH:25]=[CH:24][N:23]=3)[NH:18][N:17]=2)=[CH:14][CH:15]=1)[CH2:3][CH2:4][CH2:5][C:6]([OH:8])=[O:7].N([O-])=O.[Na+]. The catalyst is C(O)(=O)C. The product is [O:1]=[C:2]([NH:9][C:10]1[CH:11]=[N:12][C:13]([C:16]2[N:17]=[N:18][C:19]([C:22]3[CH:27]=[CH:26][CH:25]=[CH:24][N:23]=3)=[N:20][N:21]=2)=[CH:14][CH:15]=1)[CH2:3][CH2:4][CH2:5][C:6]([OH:8])=[O:7]. The yield is 0.920. (2) The reactants are [OH-].[K+].[C:3]([O:7][C:8](=[O:49])[CH:9]([CH2:34][C:35]1[CH:36]=[N:37][C:38]([NH:41][C:42]([O:44][C:45]([CH3:48])([CH3:47])[CH3:46])=[O:43])=[CH:39][CH:40]=1)[CH:10]([S:24][CH2:25][C:26]1[CH:31]=[CH:30][C:29]([O:32][CH3:33])=[CH:28][CH:27]=1)[CH2:11][CH2:12][C:13]1[CH:14]=[C:15]([CH:21]=[CH:22][CH:23]=1)[C:16]([O:18]CC)=[O:17])([CH3:6])([CH3:5])[CH3:4]. The catalyst is C(O)C.C(OCC)C.O.C1(C)C=CC=CC=1. The product is [C:3]([O:7][C:8](=[O:49])[CH:9]([CH2:34][C:35]1[CH:36]=[N:37][C:38]([NH:41][C:42]([O:44][C:45]([CH3:48])([CH3:47])[CH3:46])=[O:43])=[CH:39][CH:40]=1)[CH:10]([S:24][CH2:25][C:26]1[CH:27]=[CH:28][C:29]([O:32][CH3:33])=[CH:30][CH:31]=1)[CH2:11][CH2:12][C:13]1[CH:14]=[C:15]([CH:21]=[CH:22][CH:23]=1)[C:16]([OH:18])=[O:17])([CH3:5])([CH3:6])[CH3:4]. The yield is 0.540. (3) The reactants are [N:1]1([C:7]2[C:8]3[N:16]=[C:15]([C:17]4[CH:18]=[N:19][CH:20]=[CH:21][CH:22]=4)[S:14][C:9]=3[N:10]=[C:11]([NH2:13])[N:12]=2)[CH2:6][CH2:5][NH:4][CH2:3][CH2:2]1.[C:23]([C:25]1[CH:30]=[CH:29][C:28]([N:31]=[C:32]=[O:33])=[CH:27][CH:26]=1)#[N:24]. No catalyst specified. The product is [NH2:13][C:11]1[N:12]=[C:7]([N:1]2[CH2:6][CH2:5][N:4]([C:32]([NH:31][C:28]3[CH:29]=[CH:30][C:25]([C:23]#[N:24])=[CH:26][CH:27]=3)=[O:33])[CH2:3][CH2:2]2)[C:8]2[N:16]=[C:15]([C:17]3[CH:18]=[N:19][CH:20]=[CH:21][CH:22]=3)[S:14][C:9]=2[N:10]=1. The yield is 0.530.